Task: Predict the reaction yield, written as a fraction of the theoretical maximum amount of product (1.0 means a 100% yield; for example, 0.34 means a 34% yield).. Dataset: Reaction yield outcomes from USPTO patents with 853,638 reactions (1) The reactants are O[C:2]1[C:10]([NH:11][C:12](=[O:23])[CH2:13][CH2:14][CH2:15][CH2:16][C:17]2[CH:22]=[CH:21][CH:20]=[CH:19][CH:18]=2)=[CH:9][CH:8]=[C:7]2[C:3]=1[C:4](=[O:24])[CH2:5][CH2:6]2.C1(C)C=CC(S([O-])(=O)=O)=CC=1.[NH+]1C=CC=CC=1. The catalyst is C1(C)C(C)=CC=CC=1. The product is [C:17]1([CH2:16][CH2:15][CH2:14][CH2:13][C:12]2[O:23][C:2]3[C:3]4[C:4](=[O:24])[CH2:5][CH2:6][C:7]=4[CH:8]=[CH:9][C:10]=3[N:11]=2)[CH:22]=[CH:21][CH:20]=[CH:19][CH:18]=1. The yield is 0.640. (2) The reactants are Br[C:2]1[N:6]([CH2:7][C:8]2[CH:13]=[CH:12][C:11]([O:14][CH3:15])=[CH:10][CH:9]=2)[N:5]=[C:4]([N:16]([CH3:18])[CH3:17])[N:3]=1.[Cl:19][C:20]1[CH:21]=[C:22]([CH:24]=[C:25]([Cl:27])[CH:26]=1)[NH2:23].CC([O-])(C)C.[Na+]. The catalyst is CN(C=O)C. The product is [Cl:19][C:20]1[CH:21]=[C:22]([NH:23][C:2]2[N:6]([CH2:7][C:8]3[CH:13]=[CH:12][C:11]([O:14][CH3:15])=[CH:10][CH:9]=3)[N:5]=[C:4]([N:16]([CH3:18])[CH3:17])[N:3]=2)[CH:24]=[C:25]([Cl:27])[CH:26]=1. The yield is 0.0300. (3) The reactants are [F:1][C:2]1[CH:7]=[C:6](I)[CH:5]=[CH:4][C:3]=1[N:9]1[CH:14]=[C:13]([O:15][CH3:16])[C:12](=[O:17])[C:11]([C:18]2[N:22]([C:23]3[CH:28]=[CH:27][CH:26]=[CH:25][CH:24]=3)[N:21]=[CH:20][CH:19]=2)=[N:10]1.Cl.[CH3:30][C:31]1([OH:37])[CH2:36][CH2:35][NH:34][CH2:33][CH2:32]1.CC(C)([O-])C.[Na+].CC1(C)C2C(=C(P(C3C=CC=CC=3)C3C=CC=CC=3)C=CC=2)OC2C(P(C3C=CC=CC=3)C3C=CC=CC=3)=CC=CC1=2.C([O-])(O)=O.[Na+]. The catalyst is O1CCOCC1.C1C=CC(/C=C/C(/C=C/C2C=CC=CC=2)=O)=CC=1.C1C=CC(/C=C/C(/C=C/C2C=CC=CC=2)=O)=CC=1.C1C=CC(/C=C/C(/C=C/C2C=CC=CC=2)=O)=CC=1.[Pd].[Pd]. The product is [F:1][C:2]1[CH:7]=[C:6]([N:34]2[CH2:35][CH2:36][C:31]([OH:37])([CH3:30])[CH2:32][CH2:33]2)[CH:5]=[CH:4][C:3]=1[N:9]1[CH:14]=[C:13]([O:15][CH3:16])[C:12](=[O:17])[C:11]([C:18]2[N:22]([C:23]3[CH:28]=[CH:27][CH:26]=[CH:25][CH:24]=3)[N:21]=[CH:20][CH:19]=2)=[N:10]1. The yield is 0.320. (4) The catalyst is CC(O)C.CN(C=O)C. The reactants are [Cl:1][C:2]1[CH:7]=[CH:6][C:5]([CH:8]=[C:9]([C:15]#[N:16])[C:10]([O:12]CC)=O)=[CH:4][CH:3]=1.[BH4-].[Na+].[Si:19](Cl)([C:22]([CH3:25])([CH3:24])[CH3:23])([CH3:21])[CH3:20].ClC1C=CC(CC(CO)C#N)=CC=1.N1C=CN=C1. The product is [Si:19]([O:12][CH2:10][CH:9]([CH2:8][C:5]1[CH:4]=[CH:3][C:2]([Cl:1])=[CH:7][CH:6]=1)[C:15]#[N:16])([C:22]([CH3:25])([CH3:24])[CH3:23])([CH3:21])[CH3:20]. The yield is 0.780. (5) The yield is 0.172. The catalyst is C(#N)C. The reactants are Cl.[NH2:2][C@H:3]1[CH2:8][CH2:7][C@H:6]([NH:9][C:10](=[O:12])[CH3:11])[CH2:5][CH2:4]1.CCN(C(C)C)C(C)C.F[C:23]1[CH:24]=[C:25]([CH2:32][OH:33])[CH:26]=[CH:27][C:28]=1[N+:29]([O-:31])=[O:30]. The product is [OH:33][CH2:32][C:25]1[CH:26]=[CH:27][C:28]([N+:29]([O-:31])=[O:30])=[C:23]([NH:2][C@H:3]2[CH2:4][CH2:5][C@H:6]([NH:9][C:10](=[O:12])[CH3:11])[CH2:7][CH2:8]2)[CH:24]=1. (6) The reactants are Br[C:2]1[CH:10]=[CH:9][C:5]2[N:6]=[CH:7][O:8][C:4]=2[CH:3]=1.C(=O)([O-])[O-].[Cs+].[Cs+].[Cl:17][C:18]1[C:23]([NH:24][S:25]([C:28]2[CH:33]=[CH:32][C:31]([F:34])=[CH:30][CH:29]=2)(=[O:27])=[O:26])=[CH:22][C:21](B2OC(C)(C)C(C)(C)O2)=[CH:20][N:19]=1. The catalyst is C1COCC1.O.C1C=CC(P(C2C=CC=CC=2)[C-]2C=CC=C2)=CC=1.C1C=CC(P(C2C=CC=CC=2)[C-]2C=CC=C2)=CC=1.Cl[Pd]Cl.[Fe+2]. The product is [O:8]1[C:4]2[CH:3]=[C:2]([C:21]3[CH:22]=[C:23]([NH:24][S:25]([C:28]4[CH:33]=[CH:32][C:31]([F:34])=[CH:30][CH:29]=4)(=[O:27])=[O:26])[C:18]([Cl:17])=[N:19][CH:20]=3)[CH:10]=[CH:9][C:5]=2[N:6]=[CH:7]1. The yield is 0.390. (7) The reactants are [C:1]([CH2:4][C:5]1[CH:13]=[CH:12][CH:11]=[C:10]([F:14])[C:6]=1[C:7]([OH:9])=[O:8])(O)=[O:2]. The catalyst is C(Cl)(=O)C. The product is [F:14][C:10]1[CH:11]=[CH:12][CH:13]=[C:5]2[C:6]=1[C:7](=[O:9])[O:8][C:1](=[O:2])[CH2:4]2. The yield is 1.00.